This data is from Forward reaction prediction with 1.9M reactions from USPTO patents (1976-2016). The task is: Predict the product of the given reaction. The product is: [CH2:1]([O:3][C:4](=[O:18])[C:5]1[CH:10]=[CH:9][C:8]([N:11]2[CH2:16][CH2:15][N:14]([C:23]3[C:24]4[C:29](=[CH:28][CH:27]=[CH:26][CH:25]=4)[C:20]([Cl:19])=[N:21][N:22]=3)[C@@H:13]([CH3:17])[CH2:12]2)=[N:7][CH:6]=1)[CH3:2]. Given the reactants [CH2:1]([O:3][C:4](=[O:18])[C:5]1[CH:10]=[CH:9][C:8]([N:11]2[CH2:16][CH2:15][NH:14][C@@H:13]([CH3:17])[CH2:12]2)=[N:7][CH:6]=1)[CH3:2].[Cl:19][C:20]1[C:29]2[C:24](=[CH:25][CH:26]=[CH:27][CH:28]=2)[C:23](Cl)=[N:22][N:21]=1.C(N(CC)CC)C, predict the reaction product.